Predict the product of the given reaction. From a dataset of Forward reaction prediction with 1.9M reactions from USPTO patents (1976-2016). (1) Given the reactants [CH3:1][C:2]1[N:7]=[C:6]([C:8]([OH:10])=O)[C:5]([O:11][CH2:12][CH2:13][CH3:14])=[CH:4][CH:3]=1.CCN(C(C)C)C(C)C.CN(C(ON1N=NC2C=CC=CC1=2)=[N+](C)C)C.[B-](F)(F)(F)F.[C@@H:46]12[CH2:52][C@@H:51]1[CH2:50][C@@H:49]([CH2:53][NH:54][C:55]1[CH:60]=[CH:59][C:58]([C:61]([F:64])([F:63])[F:62])=[CH:57][N:56]=1)[NH:48][CH2:47]2, predict the reaction product. The product is: [CH3:1][C:2]1[N:7]=[C:6]([C:8]([N:48]2[C@H:49]([CH2:53][NH:54][C:55]3[CH:60]=[CH:59][C:58]([C:61]([F:62])([F:63])[F:64])=[CH:57][N:56]=3)[CH2:50][C@@H:51]3[C@@H:46]([CH2:52]3)[CH2:47]2)=[O:10])[C:5]([O:11][CH2:12][CH2:13][CH3:14])=[CH:4][CH:3]=1. (2) Given the reactants Br[C:2]1[CH:3]=[CH:4][C:5]([N:8]2[Si](C)(C)CC[Si]2(C)C)=[N:6][CH:7]=1.C([Li])CCC.[CH2:22]([S:24]SCC)[CH3:23], predict the reaction product. The product is: [CH2:22]([S:24][C:2]1[CH:3]=[CH:4][C:5]([NH2:8])=[N:6][CH:7]=1)[CH3:23]. (3) Given the reactants [Br:1][C:2]1[CH:3]=[C:4]([CH:8]=[CH:9][C:10]=1[F:11])[C:5](O)=[O:6].C(Cl)(=O)C([Cl:15])=O.CN(C=O)C, predict the reaction product. The product is: [Br:1][C:2]1[CH:3]=[C:4]([CH:8]=[CH:9][C:10]=1[F:11])[C:5]([Cl:15])=[O:6]. (4) Given the reactants [CH2:1]([O:5][CH2:6][CH2:7][O:8][C:9]1[CH:14]=[CH:13][C:12]([C:15]2[CH:16]=[CH:17][C:18]3[N:24]([CH2:25][CH:26]([CH3:28])[CH3:27])[CH2:23][CH2:22][C:21]([C:29]([NH:31][C:32]4[CH:33]=[N:34][C:35]([S:38][CH2:39][C:40]5[CH:41]=[N:42][CH:43]=[CH:44][CH:45]=5)=[CH:36][CH:37]=4)=[O:30])=[CH:20][C:19]=3[CH:46]=2)=[CH:11][CH:10]=1)[CH2:2][CH2:3][CH3:4].ClC1C=CC=C(C(OO)=[O:55])C=1.S([O-])([O-])(=O)=S.[Na+].[Na+], predict the reaction product. The product is: [CH2:1]([O:5][CH2:6][CH2:7][O:8][C:9]1[CH:14]=[CH:13][C:12]([C:15]2[CH:16]=[CH:17][C:18]3[N:24]([CH2:25][CH:26]([CH3:27])[CH3:28])[CH2:23][CH2:22][C:21]([C:29]([NH:31][C:32]4[CH:33]=[N:34][C:35]([S:38]([CH2:39][C:40]5[CH:41]=[N:42][CH:43]=[CH:44][CH:45]=5)=[O:55])=[CH:36][CH:37]=4)=[O:30])=[CH:20][C:19]=3[CH:46]=2)=[CH:11][CH:10]=1)[CH2:2][CH2:3][CH3:4].